Predict which catalyst facilitates the given reaction. From a dataset of Catalyst prediction with 721,799 reactions and 888 catalyst types from USPTO. (1) Reactant: [C:1]([O:5][C:6]([N:8]1[CH2:13][CH2:12][CH:11]([C:14]2[CH:19]=[C:18]([Cl:20])[CH:17]=[CH:16][C:15]=2[OH:21])[CH2:10][CH2:9]1)=[O:7])([CH3:4])([CH3:3])[CH3:2].C(=O)([O-])[O-].[K+].[K+].[Cl:28][C:29]1[C:30](F)=[CH:31][C:32]([F:55])=[C:33]([S:35]([N:38]([CH2:44][C:45]2[CH:50]=[CH:49][C:48]([O:51][CH3:52])=[CH:47][C:46]=2[O:53][CH3:54])[C:39]2[S:43][N:42]=[CH:41][N:40]=2)(=[O:37])=[O:36])[CH:34]=1. Product: [C:1]([O:5][C:6]([N:8]1[CH2:9][CH2:10][CH:11]([C:14]2[CH:19]=[C:18]([Cl:20])[CH:17]=[CH:16][C:15]=2[O:21][C:30]2[CH:31]=[C:32]([F:55])[C:33]([S:35]([N:38]([CH2:44][C:45]3[CH:50]=[CH:49][C:48]([O:51][CH3:52])=[CH:47][C:46]=3[O:53][CH3:54])[C:39]3[S:43][N:42]=[CH:41][N:40]=3)(=[O:36])=[O:37])=[CH:34][C:29]=2[Cl:28])[CH2:12][CH2:13]1)=[O:7])([CH3:4])([CH3:2])[CH3:3]. The catalyst class is: 829. (2) Reactant: [Cl:1][C:2]1[CH:9]=[C:8]([OH:10])[CH:7]=[CH:6][C:3]=1[C:4]#[N:5].[H-].[Na+].[Br:13][C:14]1[S:15][C:16]([CH2:20]OS(C)(=O)=O)=[C:17]([CH3:19])[N:18]=1.O. Product: [Br:13][C:14]1[S:15][C:16]([CH2:20][O:10][C:8]2[CH:7]=[CH:6][C:3]([C:4]#[N:5])=[C:2]([Cl:1])[CH:9]=2)=[C:17]([CH3:19])[N:18]=1. The catalyst class is: 42. (3) Reactant: [Br:1][C:2]1[CH:7]=[CH:6][C:5]2[C:8]3[C:13]([C:14]4([CH2:19][CH2:18][NH:17][CH2:16][CH2:15]4)[C:4]=2[CH:3]=1)=[CH:12][C:11]([Br:20])=[CH:10][CH:9]=3.[CH2:21]=O. Product: [Br:1][C:2]1[CH:7]=[CH:6][C:5]2[C:8]3[C:13]([C:14]4([CH2:15][CH2:16][N:17]([CH3:21])[CH2:18][CH2:19]4)[C:4]=2[CH:3]=1)=[CH:12][C:11]([Br:20])=[CH:10][CH:9]=3. The catalyst class is: 26. (4) Reactant: C([O:3][C:4]([C:6]1(C(OCC)=O)[CH2:14][C:13]2[N:12]=[CH:11][CH:10]=[CH:9][C:8]=2[CH2:7]1)=[O:5])C. The catalyst class is: 33. Product: [N:12]1[C:13]2[CH2:14][CH:6]([C:4]([OH:5])=[O:3])[CH2:7][C:8]=2[CH:9]=[CH:10][CH:11]=1.